From a dataset of Forward reaction prediction with 1.9M reactions from USPTO patents (1976-2016). Predict the product of the given reaction. Given the reactants S(Cl)([Cl:3])=O.CN(C)C=O.[Cl:10][C:11]1[CH:12]=[CH:13][C:14]2[O:18][C:17](S)=[N:16][C:15]=2[CH:20]=1.C(=O)(O)[O-].[Na+], predict the reaction product. The product is: [Cl:3][C:17]1[O:18][C:14]2[CH:13]=[CH:12][C:11]([Cl:10])=[CH:20][C:15]=2[N:16]=1.